From a dataset of Forward reaction prediction with 1.9M reactions from USPTO patents (1976-2016). Predict the product of the given reaction. (1) Given the reactants C([S:8][C:9]1[CH:10]=[C:11]2[C:16](=[CH:17][CH:18]=1)[N:15]([C:19]1[CH:24]=[C:23](Cl)[C:22]([C:26]([F:29])([F:28])[F:27])=[CH:21][C:20]=1[O:30][CH3:31])[C:14](=[O:32])[CH:13]=[CH:12]2)C1C=CC=CC=1.ClN1C(C)(C)C(=[O:41])N(Cl)C1=O.N1CC(=O)NC1=O.[F:51][C:52]1[C:57]([F:58])=[C:56]([F:59])[C:55]([F:60])=[C:54]([F:61])[C:53]=1[OH:62].C(N(CC)CC)C.[Cl-:70].[Na+].[OH2:72], predict the reaction product. The product is: [Cl:70][C:23]1[C:22]([C:26]([F:29])([F:27])[F:28])=[CH:21][C:20]([O:30][CH3:31])=[C:19]([N:15]2[C:16]3[C:11](=[CH:10][C:9]([S:8]([O:62][C:53]4[C:52]([F:51])=[C:57]([F:58])[C:56]([F:59])=[C:55]([F:60])[C:54]=4[F:61])(=[O:41])=[O:72])=[CH:18][CH:17]=3)[CH:12]=[CH:13][C:14]2=[O:32])[CH:24]=1. (2) Given the reactants Br[C:2]1[C:3]([F:14])=[C:4]2[C:8](=[CH:9][CH:10]=1)[NH:7][C:6](=[O:11])[C:5]12[CH2:13][CH2:12]1.O1CCNCCOB1[C:23]1[N:27]([CH3:28])[C:26]([C:29]#[N:30])=[CH:25][CH:24]=1.C(=O)([O-])[O-].[Na+].[Na+].[Cl-].[Na+].C(N[C@H](C(O)=O)CS)(=O)C, predict the reaction product. The product is: [F:14][C:3]1[C:2]([C:23]2[N:27]([CH3:28])[C:26]([C:29]#[N:30])=[CH:25][CH:24]=2)=[CH:10][CH:9]=[C:8]2[C:4]=1[C:5]1([CH2:13][CH2:12]1)[C:6](=[O:11])[NH:7]2. (3) Given the reactants [NH2:1][C:2]1[CH:3]=[C:4]2[C:9](=[C:10]([C:12]3[C:21]4[C:16](=[CH:17][CH:18]=[CH:19][CH:20]=4)[CH:15]=[CH:14][CH:13]=3)[CH:11]=1)[N:8]=[C:7]([C:22]#[N:23])[CH:6]=[CH:5]2.Cl[C:25]([O:27][CH2:28][CH3:29])=[O:26], predict the reaction product. The product is: [CH2:28]([O:27][C:25](=[O:26])[NH:1][C:2]1[CH:3]=[C:4]2[C:9](=[C:10]([C:12]3[C:21]4[C:16](=[CH:17][CH:18]=[CH:19][CH:20]=4)[CH:15]=[CH:14][CH:13]=3)[CH:11]=1)[N:8]=[C:7]([C:22]#[N:23])[CH:6]=[CH:5]2)[CH3:29]. (4) Given the reactants [CH3:1][C:2]1[C:11]2[C:6](=[CH:7][CH:8]=[CH:9][CH:10]=2)[CH:5]=[CH:4][N:3]=1.[N+:12]([O-])([O-:14])=[O:13].[K+], predict the reaction product. The product is: [CH3:1][C:2]1[C:11]2[C:6](=[C:7]([N+:12]([O-:14])=[O:13])[CH:8]=[CH:9][CH:10]=2)[CH:5]=[CH:4][N:3]=1. (5) Given the reactants Cl.[Cl:2][C:3]1[CH:8]=[CH:7][CH:6]=[CH:5][C:4]=1[CH2:9][CH2:10][NH:11][CH2:12][CH2:13][CH2:14][CH2:15][C:16]([C:18]1[CH:19]=[C:20]2[C:25]3=[C:26]([CH2:28][C:29](=[O:30])[N:24]3[CH2:23][CH2:22][CH2:21]2)[CH:27]=1)=[O:17].[C:31]([OH:36])(=[O:35])[C:32]([OH:34])=[O:33], predict the reaction product. The product is: [C:31]([OH:36])(=[O:35])[C:32]([OH:34])=[O:33].[Cl:2][C:3]1[CH:8]=[CH:7][CH:6]=[CH:5][C:4]=1[CH2:9][CH2:10][NH:11][CH2:12][CH2:13][CH2:14][CH2:15][C:16]([C:18]1[CH:19]=[C:20]2[C:25]3=[C:26]([CH2:28][C:29](=[O:30])[N:24]3[CH2:23][CH2:22][CH2:21]2)[CH:27]=1)=[O:17]. (6) Given the reactants [NH2:1][O:2][CH2:3][CH2:4][C:5]1[C:6]([CH3:21])=[N:7][N:8]([CH3:20])[C:9]=1[N:10]1[C:18]2[C:13](=[CH:14][C:15]([Cl:19])=[CH:16][CH:17]=2)[CH:12]=[CH:11]1.[CH2:22]([N:27]=[C:28]=[O:29])[CH2:23][CH2:24][CH2:25][CH3:26], predict the reaction product. The product is: [Cl:19][C:15]1[CH:14]=[C:13]2[C:18](=[CH:17][CH:16]=1)[N:10]([C:9]1[N:8]([CH3:20])[N:7]=[C:6]([CH3:21])[C:5]=1[CH2:4][CH2:3][O:2][NH:1][C:28]([NH:27][CH2:22][CH2:23][CH2:24][CH2:25][CH3:26])=[O:29])[CH:11]=[CH:12]2.